This data is from Full USPTO retrosynthesis dataset with 1.9M reactions from patents (1976-2016). The task is: Predict the reactants needed to synthesize the given product. (1) Given the product [CH2:1]([O:3][C:4]1[CH:5]=[C:6]([C:12]([C:14]2[CH:23]=[CH:22][C:17]3[N:18]([CH3:21])[N:19]=[N:20][C:16]=3[CH:15]=2)=[O:13])[CH:7]=[CH:8][C:9]=1[O:10][CH3:11])[CH3:2], predict the reactants needed to synthesize it. The reactants are: [CH2:1]([O:3][C:4]1[CH:5]=[C:6]([CH:12]([C:14]2[CH:23]=[CH:22][C:17]3[N:18]([CH3:21])[N:19]=[N:20][C:16]=3[CH:15]=2)[OH:13])[CH:7]=[CH:8][C:9]=1[O:10][CH3:11])[CH3:2]. (2) Given the product [CH3:1][O:2][C:3]1[CH:8]=[CH:7][C:6]([CH2:9][N:10]2[CH2:14][CH2:13][CH:12]([S:15]([NH2:20])(=[O:17])=[O:16])[C:11]2=[O:18])=[CH:5][CH:4]=1, predict the reactants needed to synthesize it. The reactants are: [CH3:1][O:2][C:3]1[CH:8]=[CH:7][C:6]([CH2:9][N:10]2[CH2:14][CH2:13][CH:12]([S:15]([O-:17])=[O:16])[C:11]2=[O:18])=[CH:5][CH:4]=1.[Na+].[NH2:20]OS(O)(=O)=O.C([O-])(=O)C.[Na+]. (3) Given the product [Cl:1][C:2]1[CH:3]=[CH:4][N:5]=[C:6]2[CH:10]=[C:9]([C:17]3[N:18]=[CH:19][N:20]([CH2:22][C:23]([O:25][CH2:26][CH3:27])=[O:24])[CH:21]=3)[S:8][C:7]=12, predict the reactants needed to synthesize it. The reactants are: [Cl:1][C:2]1[C:7]2[S:8][CH:9]=[CH:10][C:6]=2[N:5]=[CH:4][CH:3]=1.C([Li])CCC.I[C:17]1[N:18]=[CH:19][N:20]([CH2:22][C:23]([O:25][CH2:26][CH3:27])=[O:24])[CH:21]=1. (4) Given the product [Cl:1][C:2]1[CH:3]=[C:4]([C:12]2[S:13][C:14]([C:17]3[CH:35]=[CH:34][C:20]4[CH2:21][CH2:22][N:23]([CH2:26][CH2:27][CH2:28][C:29]([OH:31])=[O:30])[CH2:24][CH2:25][C:19]=4[CH:18]=3)=[CH:15][N:16]=2)[CH:5]=[CH:6][C:7]=1[O:8][CH:9]([CH3:11])[CH3:10], predict the reactants needed to synthesize it. The reactants are: [Cl:1][C:2]1[CH:3]=[C:4]([C:12]2[S:13][C:14]([C:17]3[CH:35]=[CH:34][C:20]4[CH2:21][CH2:22][N:23]([CH2:26][CH2:27][CH2:28][C:29]([O:31]CC)=[O:30])[CH2:24][CH2:25][C:19]=4[CH:18]=3)=[CH:15][N:16]=2)[CH:5]=[CH:6][C:7]=1[O:8][CH:9]([CH3:11])[CH3:10].[OH-].[Na+]. (5) Given the product [Cl:1][C:2]1[C:7]([C:8]2[CH:9]=[CH:10][CH:11]=[CH:12][CH:13]=2)=[N:6][N:5]=[C:4]2[N:14]([CH2:28][C:26]3[N:25]=[CH:24][O:23][CH:27]=3)[N:15]=[C:16]([C:17]3[CH:18]=[CH:19][CH:20]=[CH:21][CH:22]=3)[C:3]=12, predict the reactants needed to synthesize it. The reactants are: [Cl:1][C:2]1[C:7]([C:8]2[CH:13]=[CH:12][CH:11]=[CH:10][CH:9]=2)=[N:6][N:5]=[C:4]2[NH:14][N:15]=[C:16]([C:17]3[CH:22]=[CH:21][CH:20]=[CH:19][CH:18]=3)[C:3]=12.[O:23]1[CH:27]=[C:26]([CH2:28]O)[N:25]=[CH:24]1. (6) Given the product [Br:7][C:8]1[CH:9]=[N:10][CH:11]=[C:12]([CH2:14][N:3]2[CH:4]=[CH:5][N:6]=[C:2]2[CH3:1])[CH:13]=1, predict the reactants needed to synthesize it. The reactants are: [CH3:1][C:2]1[NH:3][CH:4]=[CH:5][N:6]=1.[Br:7][C:8]1[CH:9]=[N:10][CH:11]=[C:12]([CH2:14]Cl)[CH:13]=1. (7) Given the product [CH3:22][C:21]1[C:20]([CH3:23])=[CH:19][C:18]([CH3:24])=[C:17]([CH3:25])[C:16]=1[CH2:15][O:3][C:4]1[CH:5]=[CH:6][C:7]([C:10](=[O:13])[CH2:11][CH3:12])=[CH:8][CH:9]=1, predict the reactants needed to synthesize it. The reactants are: [OH-].[Na+].[OH:3][C:4]1[CH:9]=[CH:8][C:7]([C:10](=[O:13])[CH2:11][CH3:12])=[CH:6][CH:5]=1.Cl[CH2:15][C:16]1[C:17]([CH3:25])=[C:18]([CH3:24])[CH:19]=[C:20]([CH3:23])[C:21]=1[CH3:22].